From a dataset of Peptide-MHC class II binding affinity with 134,281 pairs from IEDB. Regression. Given a peptide amino acid sequence and an MHC pseudo amino acid sequence, predict their binding affinity value. This is MHC class II binding data. The peptide sequence is IEPIVATNWQKLEAFWHKHM. The MHC is DRB3_0202 with pseudo-sequence DRB3_0202. The binding affinity (normalized) is 0.203.